From a dataset of Forward reaction prediction with 1.9M reactions from USPTO patents (1976-2016). Predict the product of the given reaction. (1) Given the reactants N1C=CC=CC=1.[CH3:7][O:8][C:9](=[O:28])[CH:10]([C:21]1[CH:26]=[CH:25][C:24]([F:27])=[CH:23][CH:22]=1)[CH:11]([C:13]1[CH:18]=[CH:17][N:16]=[C:15]([S:19][CH3:20])[N:14]=1)[OH:12], predict the reaction product. The product is: [CH3:7][O:8][C:9](=[O:28])[CH:10]([C:21]1[CH:22]=[CH:23][C:24]([F:27])=[CH:25][CH:26]=1)[C:11]([C:13]1[CH:18]=[CH:17][N:16]=[C:15]([S:19][CH3:20])[N:14]=1)=[O:12]. (2) Given the reactants [Br:1][C:2]1[CH:3]=[C:4]([C:9]2([C:17]3[CH:22]=[CH:21][CH:20]=[C:19]([OH:23])[CH:18]=3)[NH:13][C:12](=[S:14])[N:11]([CH3:15])[C:10]2=[O:16])[CH:5]=[CH:6][C:7]=1[F:8].C(N(CC)CC)C.[C:31]1([S:37](Cl)(=[O:39])=[O:38])[CH:36]=[CH:35][CH:34]=[CH:33][CH:32]=1, predict the reaction product. The product is: [C:31]1([S:37]([O:23][C:19]2[CH:20]=[CH:21][CH:22]=[C:17]([C:9]3([C:4]4[CH:5]=[CH:6][C:7]([F:8])=[C:2]([Br:1])[CH:3]=4)[C:10](=[O:16])[N:11]([CH3:15])[C:12](=[S:14])[NH:13]3)[CH:18]=2)(=[O:39])=[O:38])[CH:36]=[CH:35][CH:34]=[CH:33][CH:32]=1.